From a dataset of Full USPTO retrosynthesis dataset with 1.9M reactions from patents (1976-2016). Predict the reactants needed to synthesize the given product. Given the product [CH3:1][O:2][C:3]([C@@H:5]([N:13]1[CH2:21][C:17]2[CH:18]=[CH:19][S:20][C:16]=2[CH2:15][CH2:14]1)[C:6]1[C:11]([Cl:12])=[CH:10][CH:9]=[CH:8][CH:7]=1)=[O:4].[OH:25][S:22]([OH:26])(=[O:24])=[O:23], predict the reactants needed to synthesize it. The reactants are: [CH3:1][O:2][C:3]([C@@H:5]([N:13]1[CH2:21][C:17]2[CH:18]=[CH:19][S:20][C:16]=2[CH2:15][CH2:14]1)[C:6]1[CH:7]=[CH:8][CH:9]=[CH:10][C:11]=1[Cl:12])=[O:4].[S:22](=[O:26])(=[O:25])([OH:24])[OH:23].COC(C)(C)C.